From a dataset of Experimentally validated miRNA-target interactions with 360,000+ pairs, plus equal number of negative samples. Binary Classification. Given a miRNA mature sequence and a target amino acid sequence, predict their likelihood of interaction. (1) The miRNA is hsa-miR-3529-3p with sequence AACAACAAAAUCACUAGUCUUCCA. The protein sequence of the target gene is MSAEEMVQIRLEDRCYPVSKSKLIEQSDYFRALYRSGMREAVRPEVGPEVQQLRGLSAPGLRLVLDFINAGGAREGWGLSEDELAEASVLSEMVEAASFLQVTALLRLLLSHVRLGNCLELYRLAQVYGLPDLQDACLRFMVLRFHQVLCQPQFPLLLSPPQAPGDCSLKQRLREARMRGTPVLVALGDFLGGPLAPHPYQGEPPSMLRYEETTERWFPLANNLPPDLVNVRGYGSAILDNYLFIVGGYRITSQEISAAHSYNPITNEWLQVASMNQKRSNFKLVAVNSKLYAIGGQAVS.... Result: 0 (no interaction). (2) The miRNA is hsa-miR-302a-5p with sequence ACUUAAACGUGGAUGUACUUGCU. The protein sequence of the target gene is MATKRLARQLGLIRRKSIAPANGNLGRSKSKQLFDYLIVIDFESTCWNDGKHHHSQEIIEFPAVLLNTSTGQIDSEFQAYVQPQEHPILSEFCMELTGIKQAQVDEGVPLKICLSQFCKWIHKIQQQKNIIFATGISEPSASEVKLCAFVTWSDWDLGVCLEYECKRKQLLKPVFLNSWIDLRATYKLFYRRKPKGLSGALQEVGIEFSGREHSGLDDSRNTALLAWKMIRDGCVMKITRSLNKVPTKKNFSILARNLNTIQVEEMSACNISIQGPSIYNKEPKNIINPHEKVQMKSICA.... Result: 0 (no interaction). (3) The miRNA is mmu-miR-1929-5p with sequence UUCUAGGACUUUAUAGAGCAGAG. The protein sequence of the target gene is MDGFYDQQVPYMVTNSQRGRNCNEKPTNVRKRKFINRDLAHDSEELFQDLSQLQETWLAEAQVPDNDEQFVPDYQAESLAFHGLPLKIKKEPHSPCSEISSACSQEQPFKFSYGEKCLYNVSAYDQKPQVGMRPSNPPTPSSTPVSPLHHASPNSTHTPKPDRAFPAHLPPSQSIPDSSYPMDHRFRRQLSEPCNSFPPLPTMPREGRPMYQRQMSEPNIPFPPQGFKQEYHDPVYEHNTMVGSAASQSFPPPLMIKQEPRDFAYDSEVPSCHSIYMRQEGFLAHPSRTEGCMFEKGPRQ.... Result: 0 (no interaction). (4) The miRNA is hsa-miR-5186 with sequence AGAGAUUGGUAGAAAUCAGGU. The protein sequence of the target gene is MEFPDHSRHLLQCLSEQRHQGFLCDCTVLVGDAQFRAHRAVLASCSMYFHLFYKDQLDKRDIVHLNSDIVTAPAFALLLEFMYEGKLQFKDLPIEDVLAAASYLHMYDIVKVCKKKLKEKATTEADSTKKEEDASSCSDKVESLSDGSSHIAGDLPSDEDEGEDEKLNILPSKRDLAAEPGNMWMRLPSDSAGIPQAGGEAEPHATAAGKTVASPCSSTESLSQRSVTSVRDSADVDCVLDLSVKSSLSGVENLNSSYFSSQDVLRSNLVQVKVEKEASCDESDVGTNDYDMEHSTVKES.... Result: 1 (interaction). (5) The miRNA is hsa-miR-561-3p with sequence CAAAGUUUAAGAUCCUUGAAGU. The protein sequence of the target gene is MDAGVTESGLNVTLTIRLLMHGKEVGSIIGKKGESVKRIREESGARINISEGNCPERIITLTGPTNAIFKAFAMIIDKLEEDINSSMTNSTAASRPPVTLRLVVPATQCGSLIGKGGCKIKEIRESTGAQVQVAGDMLPNSTERAITIAGVPQSVTECVKQICLVMLETLSQSPQGRVMTIPYQPMPASSPVICAGGQDRCSDAAGYPHATHDLEGPPLDAYSIQGQHTISPLDLAKLNQVARQQSHFAMMHGGTGFAGIDSSSPEVKGYWASLDASTQTTHELTIPNNLIGCIIGRQGA.... Result: 1 (interaction). (6) The miRNA is hsa-miR-4782-5p with sequence UUCUGGAUAUGAAGACAAUCAA. The protein sequence of the target gene is MATPLPPPSPRHLRLLRLLLSGLVLGAALRGAAAGHPDVAACPGSLDCALKRRARCPPGAHACGPCLQPFQEDQQGLCVPRMRRPPGGGRPQPRLEDEIDFLAQELARKESGHSTPPLPKDRQRLPEPATLGFSARGQGLELGLPSTPGTPTPTPHTSLGSPVSSDPVHMSPLEPRGGQGDGLALVLILAFCVAGAAALSVASLCWCRLQREIRLTQKADYATAKAPGSPAAPRISPGDQRLAQSAEMYHYQHQRQQMLCLERHKEPPKELDTASSDEENEDGDFTVYECPGLAPTGEME.... Result: 0 (no interaction). (7) The miRNA is hsa-miR-6795-3p with sequence ACCCCUCGUUUCUUCCCCCAG. The protein sequence of the target gene is MLRTKDLIWTLFFLGTAVSLQVDIVPSQGEISVGESKFFLCQVAGDAKDKDISWFSPNGEKLSPNQQRISVVWNDDDSSTLTIYNANIDDAGIYKCVVTAEDGTQSEATVNVKIFQKLMFKNAPTPQEFKEGEDAVIVCDVVSSLPPTIIWKHKGRDVILKKDVRFIVLSNNYLQIRGIKKTDEGTYRCEGRILARGEINFKDIQVIVNVPPTVQARQSIVNATANLGQSVTLVCDADGFPEPTMSWTKDGEPIENEEEDDEKHIFSDDSSELTIRNVDKNDEAEYVCIAENKAGEQDAS.... Result: 0 (no interaction).